Predict the product of the given reaction. From a dataset of Forward reaction prediction with 1.9M reactions from USPTO patents (1976-2016). (1) Given the reactants [Mg].Br[CH2:3][CH2:4][CH2:5][C:6]1[CH:11]=[CH:10][CH:9]=[CH:8][C:7]=1[Cl:12].[NH:13]1[CH:17]=[C:16]([CH:18]=[O:19])[N:15]=[CH:14]1.Cl, predict the reaction product. The product is: [Cl:12][C:7]1[CH:8]=[CH:9][CH:10]=[CH:11][C:6]=1[CH2:5][CH2:4][CH2:3][CH:18]([C:16]1[N:15]=[CH:14][NH:13][CH:17]=1)[OH:19]. (2) Given the reactants [NH2:1][C:2]1[CH:11]=[C:10]([Cl:12])[CH:9]=[CH:8][C:3]=1C(OC)=O.[CH3:13][Mg]Br.CC[O:18][CH2:19][CH3:20], predict the reaction product. The product is: [NH2:1][C:2]1[CH:11]=[C:10]([Cl:12])[CH:9]=[CH:8][C:3]=1[C:19]([OH:18])([CH3:20])[CH3:13].